Dataset: Full USPTO retrosynthesis dataset with 1.9M reactions from patents (1976-2016). Task: Predict the reactants needed to synthesize the given product. Given the product [O:1]=[C:2]([N:6]1[CH2:11][CH2:10][CH:9]([O:12][C:13]2[CH:18]=[CH:17][C:16]([CH3:19])=[CH:15][CH:14]=2)[CH2:8][CH2:7]1)[C:3]([NH:20][C:21]1[CH:30]=[CH:29][C:24]2[NH:25][C:26](=[O:28])[O:27][C:23]=2[CH:22]=1)=[O:5], predict the reactants needed to synthesize it. The reactants are: [O:1]=[C:2]([N:6]1[CH2:11][CH2:10][CH:9]([O:12][C:13]2[CH:18]=[CH:17][C:16]([CH3:19])=[CH:15][CH:14]=2)[CH2:8][CH2:7]1)[C:3]([OH:5])=O.[NH2:20][C:21]1[CH:30]=[CH:29][C:24]2[NH:25][C:26](=[O:28])[O:27][C:23]=2[CH:22]=1.